Dataset: Reaction yield outcomes from USPTO patents with 853,638 reactions. Task: Predict the reaction yield, written as a fraction of the theoretical maximum amount of product (1.0 means a 100% yield; for example, 0.34 means a 34% yield). (1) The reactants are [F:1][C:2]1[CH:3]=[C:4]2[C:8](=[CH:9][CH:10]=1)[N:7]([CH2:11][CH2:12][CH2:13][C:14](N(CC1C=C(F)C=CC=1OC)C)=[O:15])[CH:6]=[CH:5]2.[C:28]1([NH2:38])[C:37]2[C:32](=[CH:33][CH:34]=[CH:35][CH:36]=2)[CH:31]=[CH:30][CH:29]=1. No catalyst specified. The product is [F:1][C:2]1[CH:3]=[C:4]2[C:8](=[CH:9][CH:10]=1)[N:7]([CH2:11][CH2:12][CH2:13][C:14]([NH:38][C:28]1[C:37]3[C:32](=[CH:33][CH:34]=[CH:35][CH:36]=3)[CH:31]=[CH:30][CH:29]=1)=[O:15])[CH:6]=[CH:5]2. The yield is 0.430. (2) The reactants are [NH2:1][C:2]1[CH:7]=[CH:6][CH:5]=[C:4]([Br:8])[N:3]=1.[Cl:9]N1C(=O)CCC1=O. The catalyst is C(#N)C.CCOC(C)=O.C([O-])(O)=O.[Na+]. The product is [Br:8][C:4]1[N:3]=[C:2]([NH2:1])[CH:7]=[CH:6][C:5]=1[Cl:9]. The yield is 0.740. (3) The reactants are Cl.Cl.[O:3]=[C:4]1[N:13]([CH2:14][CH:15]2[CH2:20][CH2:19][NH:18][CH2:17][CH2:16]2)[CH2:12][C:11]2[C:6](=[CH:7][CH:8]=[CH:9][CH:10]=2)[N:5]1C1C=CN=C(C#N)C=1.[Cl:29][C:30]1[C:35]([O:36][CH3:37])=[C:34](Cl)[N:33]=[CH:32][N:31]=1. No catalyst specified. The product is [Cl:29][C:30]1[N:31]=[CH:32][N:33]=[C:34]([N:18]2[CH2:17][CH2:16][CH:15]([CH2:14][N:13]3[CH2:12][C:11]4[C:6](=[CH:7][CH:8]=[CH:9][CH:10]=4)[NH:5][C:4]3=[O:3])[CH2:20][CH2:19]2)[C:35]=1[O:36][CH3:37]. The yield is 0.730. (4) The reactants are [N+:1]([C:4]1[C:9]([CH3:10])=[CH:8][CH:7]=[CH:6][C:5]=1[CH3:11])([O-:3])=[O:2].[CH3:12][O:13][CH:14]([O:18][CH3:19])N(C)C.CN(C)C=O.C[Si](Cl)(C)C. The catalyst is C(OCC)(=O)C.CO. The product is [CH3:12][O:13][CH:14]([O:18][CH3:19])[CH2:11][C:5]1[CH:6]=[CH:7][CH:8]=[C:9]([CH3:10])[C:4]=1[N+:1]([O-:3])=[O:2]. The yield is 0.140.